From a dataset of Reaction yield outcomes from USPTO patents with 853,638 reactions. Predict the reaction yield, written as a fraction of the theoretical maximum amount of product (1.0 means a 100% yield; for example, 0.34 means a 34% yield). (1) The reactants are [CH3:1][C@@:2]12[C:8]([CH3:10])([CH3:9])[C@@H:5]([CH2:6][CH2:7]1)[CH:4]([C:11](Cl)=[O:12])[C:3]2=O.[F:15][C:16]1[CH:21]=[C:20]([F:22])[CH:19]=[CH:18][C:17]=1[NH:23][N:24]=CC.N1C=CC=CC=1.Cl.O1CCOCC1. The catalyst is ClCCCl.C(O)(=O)C. The product is [F:15][C:16]1[CH:21]=[C:20]([F:22])[CH:19]=[CH:18][C:17]=1[N:23]1[C:11](=[O:12])[C:4]2[C@H:5]3[C:8]([CH3:10])([CH3:9])[C@:2]([CH3:1])([CH2:7][CH2:6]3)[C:3]=2[NH:24]1. The yield is 0.470. (2) The reactants are [F:1][C:2]1[CH:27]=[CH:26][CH:25]=[C:24]([F:28])[C:3]=1[C:4]([NH:6][C:7]1[S:8][C:9]([C:14]2[CH:19]=[CH:18][CH:17]=[C:16]([C:20]([F:23])([F:22])[F:21])[CH:15]=2)=[C:10]([CH:12]=O)[N:11]=1)=[O:5].Cl.[NH2:30][OH:31].N1C=CC=CC=1. The catalyst is CCO.C(Cl)Cl. The product is [F:1][C:2]1[CH:27]=[CH:26][CH:25]=[C:24]([F:28])[C:3]=1[C:4]([NH:6][C:7]1[S:8][C:9]([C:14]2[CH:19]=[CH:18][CH:17]=[C:16]([C:20]([F:23])([F:22])[F:21])[CH:15]=2)=[C:10](/[CH:12]=[N:30]\[OH:31])[N:11]=1)=[O:5]. The yield is 0.520. (3) The reactants are [CH:1]1[C:9]2[C:8]3[CH:10]=[CH:11][CH:12]=[CH:13][C:7]=3[O:6][C:5]=2[C:4](B(O)O)=[CH:3][CH:2]=1.Br[C:18]1[CH:19]=[C:20]([Si:24]([C:37]2[CH:42]=[CH:41][CH:40]=[C:39]([Br:43])[CH:38]=2)([C:31]2[CH:36]=[CH:35][CH:34]=[CH:33][CH:32]=2)[C:25]2[CH:30]=[CH:29][CH:28]=[CH:27][CH:26]=2)[CH:21]=[CH:22][CH:23]=1.C([O-])([O-])=O.[K+].[K+]. The catalyst is C1(C)C=CC=CC=1.O.C1C=CC([P]([Pd]([P](C2C=CC=CC=2)(C2C=CC=CC=2)C2C=CC=CC=2)([P](C2C=CC=CC=2)(C2C=CC=CC=2)C2C=CC=CC=2)[P](C2C=CC=CC=2)(C2C=CC=CC=2)C2C=CC=CC=2)(C2C=CC=CC=2)C2C=CC=CC=2)=CC=1. The product is [Br:43][C:39]1[CH:38]=[C:37]([Si:24]([C:31]2[CH:32]=[CH:33][CH:34]=[C:35]([C:4]3[C:5]4[O:6][C:7]5[CH:13]=[CH:12][CH:11]=[CH:10][C:8]=5[C:9]=4[CH:1]=[CH:2][CH:3]=3)[CH:36]=2)([C:20]2[CH:19]=[CH:18][CH:23]=[CH:22][CH:21]=2)[C:25]2[CH:30]=[CH:29][CH:28]=[CH:27][CH:26]=2)[CH:42]=[CH:41][CH:40]=1. The yield is 0.640. (4) The catalyst is O1CCOCC1.C1C=CC(P(C2C=CC=CC=2)[C-]2C=CC=C2)=CC=1.C1C=CC(P(C2C=CC=CC=2)[C-]2C=CC=C2)=CC=1.Cl[Pd]Cl.[Fe+2]. The reactants are Br[C:2]1[C:11]2[C:6](=[CH:7][CH:8]=[C:9]([CH3:12])[CH:10]=2)[C:5](=[O:13])[N:4]([CH3:14])[CH:3]=1.[CH2:15]([S:17]([NH:20][C:21]1[CH:22]=[C:23](B(O)O)[CH:24]=[CH:25][CH:26]=1)(=[O:19])=[O:18])[CH3:16].[O-]P([O-])([O-])=O.[K+].[K+].[K+]. The yield is 0.481. The product is [CH3:14][N:4]1[CH:3]=[C:2]([C:25]2[CH:26]=[C:21]([NH:20][S:17]([CH2:15][CH3:16])(=[O:18])=[O:19])[CH:22]=[CH:23][CH:24]=2)[C:11]2[C:6](=[CH:7][CH:8]=[C:9]([CH3:12])[CH:10]=2)[C:5]1=[O:13]. (5) The product is [CH3:1][O:2][C:3]([C:5]1[O:6][C:7]2[CH:13]=[CH:12][C:11]([OH:14])=[CH:10][C:8]=2[CH:9]=1)=[O:4]. The reactants are [CH3:1][O:2][C:3]([C:5]1[O:6][C:7]2[CH:13]=[CH:12][C:11]([O:14]C)=[CH:10][C:8]=2[CH:9]=1)=[O:4].B(Br)(Br)Br. The yield is 0.430. The catalyst is C(Cl)Cl. (6) The reactants are [C:1]([N:4]1[C:13]2[C:8](=[CH:9][C:10]([C:14](O)=[O:15])=[CH:11][CH:12]=2)[C@H:7]([NH:17][C:18]2[CH:23]=[CH:22][C:21]([N:24]3[CH2:29][CH2:28][O:27][CH2:26][CH2:25]3)=[CH:20][CH:19]=2)[CH2:6][C@@H:5]1[CH3:30])(=[O:3])[CH3:2].[NH2:31][C:32]1[CH:37]=[CH:36][CH:35]=[CH:34][N:33]=1. No catalyst specified. The product is [C:1]([N:4]1[C:13]2[C:8](=[CH:9][C:10]([C:14]([NH:31][C:32]3[CH:37]=[CH:36][CH:35]=[CH:34][N:33]=3)=[O:15])=[CH:11][CH:12]=2)[C@H:7]([NH:17][C:18]2[CH:23]=[CH:22][C:21]([N:24]3[CH2:29][CH2:28][O:27][CH2:26][CH2:25]3)=[CH:20][CH:19]=2)[CH2:6][C@@H:5]1[CH3:30])(=[O:3])[CH3:2]. The yield is 0.210. (7) The reactants are O.[OH-].[Li+].C[O:5][C:6]([C@@H:8]1[CH2:13][CH2:12][CH2:11][CH2:10][C@@H:9]1[NH:14][S:15]([C:18]1[CH:23]=[CH:22][C:21]([Cl:24])=[CH:20][CH:19]=1)(=[O:17])=[O:16])=[O:7]. The catalyst is C1COCC1.CO.O. The product is [Cl:24][C:21]1[CH:22]=[CH:23][C:18]([S:15]([NH:14][C@H:9]2[CH2:10][CH2:11][CH2:12][CH2:13][C@H:8]2[C:6]([OH:7])=[O:5])(=[O:16])=[O:17])=[CH:19][CH:20]=1. The yield is 0.800.